From a dataset of TCR-epitope binding with 47,182 pairs between 192 epitopes and 23,139 TCRs. Binary Classification. Given a T-cell receptor sequence (or CDR3 region) and an epitope sequence, predict whether binding occurs between them. (1) The epitope is YIFFASFYY. The TCR CDR3 sequence is CASSLITGEGLVDEQFF. Result: 0 (the TCR does not bind to the epitope). (2) The epitope is TTLPVNVAF. The TCR CDR3 sequence is CSALGLGEQYF. Result: 0 (the TCR does not bind to the epitope). (3) The epitope is LEPLVDLPI. The TCR CDR3 sequence is CASSQGTLVNYGYTF. Result: 1 (the TCR binds to the epitope). (4) The epitope is ILHCANFNV. The TCR CDR3 sequence is CASSFYGGIGNEQFF. Result: 1 (the TCR binds to the epitope). (5) The epitope is LPPAYTNSF. The TCR CDR3 sequence is CASSSRTGGYGYTF. Result: 0 (the TCR does not bind to the epitope). (6) The epitope is NLSALGIFST. The TCR CDR3 sequence is CASSLYAGPDQPQHF. Result: 0 (the TCR does not bind to the epitope). (7) The epitope is GLNKIVRMY. The TCR CDR3 sequence is CASSQDQLAGGPYF. Result: 0 (the TCR does not bind to the epitope).